Dataset: Catalyst prediction with 721,799 reactions and 888 catalyst types from USPTO. Task: Predict which catalyst facilitates the given reaction. (1) Reactant: C(=O)([O-])[O-].[K+].[K+].[O:7]=[C:8]1[NH:16][C:11]2=[N:12][CH:13]=[CH:14][CH:15]=[C:10]2[N:9]1[CH:17]1[CH2:22][CH2:21][N:20]([C:23]([O:25][C@H:26]2[C:32]3=[N:33][CH:34]=[CH:35][CH:36]=[C:31]3[C@@H:30]([O:37]C(=O)C)[C@H:29]([C:41]3[CH:46]=[C:45]([F:47])[CH:44]=[C:43]([F:48])[CH:42]=3)[CH2:28][CH2:27]2)=[O:24])[CH2:19][CH2:18]1. Product: [O:7]=[C:8]1[NH:16][C:11]2=[N:12][CH:13]=[CH:14][CH:15]=[C:10]2[N:9]1[CH:17]1[CH2:18][CH2:19][N:20]([C:23]([O:25][C@H:26]2[C:32]3=[N:33][CH:34]=[CH:35][CH:36]=[C:31]3[C@@H:30]([OH:37])[C@H:29]([C:41]3[CH:42]=[C:43]([F:48])[CH:44]=[C:45]([F:47])[CH:46]=3)[CH2:28][CH2:27]2)=[O:24])[CH2:21][CH2:22]1. The catalyst class is: 5. (2) Product: [O:18]1[CH2:22][CH2:21][CH:20]([CH2:23][NH:24][C:14]([C:11]2[CH:10]=[C:9]([CH2:8][O:7][C:1]3[CH:2]=[CH:3][CH:4]=[CH:5][CH:6]=3)[O:13][N:12]=2)=[O:16])[CH2:19]1. Reactant: [C:1]1([O:7][CH2:8][C:9]2[O:13][N:12]=[C:11]([C:14]([OH:16])=O)[CH:10]=2)[CH:6]=[CH:5][CH:4]=[CH:3][CH:2]=1.Cl.[O:18]1[CH2:22][CH2:21][CH:20]([CH2:23][NH2:24])[CH2:19]1.C(N(CC)CC)C.ON1C2C=CC=CC=2N=N1.Cl.C(N=C=NCCCN(C)C)C. The catalyst class is: 22. (3) Reactant: [Cl:1][C:2]1[CH:8]=[C:7]([C:9]([F:12])([F:11])[F:10])[CH:6]=[CH:5][C:3]=1[NH2:4].[Cl:13]C1C=CC(C(F)(F)F)=CC=1N.CN1C(=O)CCC1.S(Cl)(Cl)(=O)=O. Product: [Cl:1][C:2]1[CH:8]=[C:7]([C:9]([F:10])([F:11])[F:12])[CH:6]=[C:5]([Cl:13])[C:3]=1[NH2:4]. The catalyst class is: 159. (4) Reactant: [Br:1][C:2]1[CH:3]=[C:4]2[C:9](=[CH:10][CH:11]=1)[C:8](O)=[CH:7][CH:6]=[CH:5]2.[N:13]1[CH:18]=[CH:17][CH:16]=[CH:15][C:14]=1[CH2:19][OH:20].C1(P(C2C=CC=CC=2)C2C=CC=CC=2)C=CC=CC=1.N(C(OC(C)C)=O)=NC(OC(C)C)=O. The catalyst class is: 1. Product: [Br:1][C:2]1[CH:3]=[C:4]2[C:9](=[CH:10][CH:11]=1)[CH:8]=[C:7]([O:20][CH2:19][C:14]1[CH:15]=[CH:16][CH:17]=[CH:18][N:13]=1)[CH:6]=[CH:5]2. (5) Reactant: [O:1]=[C:2]1[CH2:7][O:6][C:5]2[N:8]=[C:9]([C:18]3[CH:23]=[CH:22][C:21]([C:24]4([NH:28][C:29](=[O:35])[O:30][C:31]([CH3:34])([CH3:33])[CH3:32])[CH2:27][CH2:26][CH2:25]4)=[CH:20][CH:19]=3)[C:10]([C:12]3[CH:17]=[CH:16][CH:15]=[CH:14][CH:13]=3)=[CH:11][C:4]=2[NH:3]1.[H-].[Na+].Br[CH2:39][C:40]([O:42][CH2:43][CH3:44])=[O:41]. Product: [C:31]([O:30][C:29]([NH:28][C:24]1([C:21]2[CH:22]=[CH:23][C:18]([C:9]3[C:10]([C:12]4[CH:13]=[CH:14][CH:15]=[CH:16][CH:17]=4)=[CH:11][C:4]4[N:3]([CH2:39][C:40]([O:42][CH2:43][CH3:44])=[O:41])[C:2](=[O:1])[CH2:7][O:6][C:5]=4[N:8]=3)=[CH:19][CH:20]=2)[CH2:25][CH2:26][CH2:27]1)=[O:35])([CH3:32])([CH3:34])[CH3:33]. The catalyst class is: 9. (6) Reactant: [CH3:1][O:2][C:3]1[CH:8]=[C:7]([CH2:9]O)[CH:6]=[C:5]([O:11][CH3:12])[N:4]=1.P(Br)(Br)[Br:14].CCCCC. Product: [Br:14][CH2:9][C:7]1[CH:8]=[C:3]([O:2][CH3:1])[N:4]=[C:5]([O:11][CH3:12])[CH:6]=1. The catalyst class is: 2. (7) Reactant: [Br:1][C:2]1[C:3](Cl)=[N:4][C:5](Cl)=[N:6][CH:7]=1.[F:10][C:11]([F:17])([F:16])[CH2:12][CH2:13][CH2:14][OH:15].[F:18][C:19]([F:25])([F:24])S(O)(=O)=O. Product: [Br:1][C:2]1[C:3]([O:15][CH2:14][CH2:13][CH2:12][C:19]([F:25])([F:24])[F:18])=[N:4][C:5]([O:15][CH2:14][CH2:13][CH2:12][C:11]([F:17])([F:16])[F:10])=[N:6][CH:7]=1. The catalyst class is: 6. (8) Product: [F:1][C:2]1[CH:3]=[C:4]([NH:9][C:10]2[O:14][C:13]([C:15]([NH:17][C:18]3[CH:19]=[CH:20][C:21]([N:24]4[CH2:25][CH2:26][C:27]([CH3:34])([C:30]([OH:32])=[O:31])[CH2:28][CH2:29]4)=[N:22][CH:23]=3)=[O:16])=[N:12][N:11]=2)[CH:5]=[CH:6][C:7]=1[F:8]. The catalyst class is: 5. Reactant: [F:1][C:2]1[CH:3]=[C:4]([NH:9][C:10]2[O:14][C:13]([C:15]([NH:17][C:18]3[CH:19]=[CH:20][C:21]([N:24]4[CH2:29][CH2:28][C:27]([CH3:34])([C:30]([O:32]C)=[O:31])[CH2:26][CH2:25]4)=[N:22][CH:23]=3)=[O:16])=[N:12][N:11]=2)[CH:5]=[CH:6][C:7]=1[F:8].[OH-].[Na+]. (9) Reactant: [NH2:1][C:2]1[CH:21]=[CH:20][C:5]([O:6][C:7]2[C:16]3[C:11](=[CH:12][C:13]([OH:19])=[C:14]([O:17][CH3:18])[CH:15]=3)[N:10]=[CH:9][CH:8]=2)=[CH:4][CH:3]=1.[CH3:22][N:23]1[C:27]([CH3:28])=[C:26]([C:29](O)=[O:30])[C:25](=[O:32])[N:24]1[C:33]1[CH:38]=[CH:37][CH:36]=[CH:35][CH:34]=1.CCN=C=NCCCN(C)C.C1C=NC2N(O)N=NC=2C=1. Product: [OH:19][C:13]1[CH:12]=[C:11]2[C:16]([C:7]([O:6][C:5]3[CH:20]=[CH:21][C:2]([NH:1][C:29]([C:26]4[C:25](=[O:32])[N:24]([C:33]5[CH:34]=[CH:35][CH:36]=[CH:37][CH:38]=5)[N:23]([CH3:22])[C:27]=4[CH3:28])=[O:30])=[CH:3][CH:4]=3)=[CH:8][CH:9]=[N:10]2)=[CH:15][C:14]=1[O:17][CH3:18]. The catalyst class is: 18.